This data is from Reaction yield outcomes from USPTO patents with 853,638 reactions. The task is: Predict the reaction yield, written as a fraction of the theoretical maximum amount of product (1.0 means a 100% yield; for example, 0.34 means a 34% yield). The reactants are Br[C:2]1[C:7]2[S:8][CH:9]=[CH:10][C:6]=2[CH:5]=[CH:4][CH:3]=1.[CH:11]1[C:20]2[C:15](=[CH:16][CH:17]=[CH:18][CH:19]=2)[C:14](B(O)O)=[CH:13][N:12]=1.O1CCOCC1.[O-]P([O-])([O-])=O.[K+].[K+].[K+]. The catalyst is C(Cl)Cl.C1C=CC(P(C2C=CC=CC=2)[C-]2C=CC=C2)=CC=1.C1C=CC(P(C2C=CC=CC=2)[C-]2C=CC=C2)=CC=1.Cl[Pd]Cl.[Fe+2].C(Cl)Cl. The product is [S:8]1[CH:9]=[CH:10][C:6]2[CH:5]=[CH:4][CH:3]=[C:2]([C:14]3[C:15]4[C:20](=[CH:19][CH:18]=[CH:17][CH:16]=4)[CH:11]=[N:12][CH:13]=3)[C:7]1=2. The yield is 0.300.